From a dataset of Full USPTO retrosynthesis dataset with 1.9M reactions from patents (1976-2016). Predict the reactants needed to synthesize the given product. (1) Given the product [F:14][C:5]1[CH:6]=[C:7]([C:10]([F:12])([F:13])[F:11])[CH:8]=[CH:9][C:4]=1[N:1]1[CH:16]=[C:15]([C:17]2[CH:22]=[CH:21][C:20]([O:23][CH3:24])=[CH:19][CH:18]=2)[N:3]=[N:2]1, predict the reactants needed to synthesize it. The reactants are: [N:1]([C:4]1[CH:9]=[CH:8][C:7]([C:10]([F:13])([F:12])[F:11])=[CH:6][C:5]=1[F:14])=[N+:2]=[N-:3].[C:15]([C:17]1[CH:22]=[CH:21][C:20]([O:23][CH3:24])=[CH:19][CH:18]=1)#[CH:16]. (2) Given the product [Cl:33][C:16]1[CH:17]=[CH:18][CH:19]=[C:20]([NH:21][C:22](=[O:32])[C:23]2[CH:28]=[CH:27][CH:26]=[C:25]([N+:29]([O-:31])=[O:30])[CH:24]=2)[C:15]=1[O:14][C:11]1[CH:10]=[CH:9][C:8]([S:5]([OH:7])(=[O:6])=[O:4])=[CH:13][CH:12]=1, predict the reactants needed to synthesize it. The reactants are: CC(C)(C)C[O:4][S:5]([C:8]1[CH:13]=[CH:12][C:11]([O:14][C:15]2[C:20]([NH:21][C:22](=[O:32])[C:23]3[CH:28]=[CH:27][CH:26]=[C:25]([N+:29]([O-:31])=[O:30])[CH:24]=3)=[CH:19][CH:18]=[CH:17][C:16]=2[Cl:33])=[CH:10][CH:9]=1)(=[O:7])=[O:6]. (3) Given the product [CH3:13][C:11]1[O:12][C:8]([C:7]2[CH:6]=[CH:5][C:4]([C:14]3[N:18]4[CH2:19][CH2:20][CH2:21][C:22]([O:28][C:29]5[CH:30]=[C:31]([F:37])[C:32]([F:36])=[C:33]([F:35])[CH:34]=5)([C:23]([O:25][CH2:26][CH3:27])=[O:24])[C:17]4=[N:16][N:15]=3)=[CH:3][C:2]=2[O:1][S:45]([C:48]([F:51])([F:50])[F:49])(=[O:47])=[O:46])=[CH:9][N:10]=1, predict the reactants needed to synthesize it. The reactants are: [OH:1][C:2]1[CH:3]=[C:4]([C:14]2[N:18]3[CH2:19][CH2:20][CH2:21][C:22]([O:28][C:29]4[CH:34]=[C:33]([F:35])[C:32]([F:36])=[C:31]([F:37])[CH:30]=4)([C:23]([O:25][CH2:26][CH3:27])=[O:24])[C:17]3=[N:16][N:15]=2)[CH:5]=[CH:6][C:7]=1[C:8]1[O:12][C:11]([CH3:13])=[N:10][CH:9]=1.C1C=CC(N([S:45]([C:48]([F:51])([F:50])[F:49])(=[O:47])=[O:46])[S:45]([C:48]([F:51])([F:50])[F:49])(=[O:47])=[O:46])=CC=1.C(N(CC)CC)C. (4) Given the product [C:51]([C:52]1[CH:34]=[CH:35][CH:30]=[CH:31][C:53]=1[C:54]([NH:22][CH2:21][C:17]1[CH:18]=[CH:19][CH:20]=[C:15]([C:13]2[CH:12]=[CH:11][C:10]3[N:6]([CH2:5][CH:2]4[CH2:4][CH2:3]4)[S:7](=[O:24])(=[O:25])[N:8]([CH3:23])[C:9]=3[CH:14]=2)[CH:16]=1)=[O:55])#[N:50].[CH:2]1([CH2:5][N:6]2[C:10]3[CH:11]=[CH:12][C:13]([C:15]4[CH:16]=[C:17]([CH:18]=[CH:19][CH:20]=4)[CH2:21][N:22]4[C:27](=[O:39])[C:26]5[C:53](=[CH:52][CH:48]=[CH:46][CH:47]=5)[C:54]4=[O:55])=[CH:14][C:9]=3[N:8]([CH3:23])[S:7]2(=[O:24])=[O:25])[CH2:4][CH2:3]1, predict the reactants needed to synthesize it. The reactants are: Cl.[CH:2]1([CH2:5][N:6]2[C:10]3[CH:11]=[CH:12][C:13]([C:15]4[CH:16]=[C:17]([CH2:21][NH2:22])[CH:18]=[CH:19][CH:20]=4)=[CH:14][C:9]=3[N:8]([CH3:23])[S:7]2(=[O:25])=[O:24])[CH2:4][CH2:3]1.[CH2:26](Cl)[CH2:27]Cl.[CH:30]1[CH:31]=CC2N([OH:39])N=N[C:34]=2[CH:35]=1.CCN([CH:46]([CH3:48])[CH3:47])C(C)C.C[N:50]1[C:54](=[O:55])[CH2:53][CH2:52][CH2:51]1. (5) Given the product [O:36]1[C:41]2[CH:42]=[CH:43][CH:44]=[C:45]([N:46]3[CH2:51][CH2:50][N:49]([CH2:61][CH2:60][CH:59]([C:54]4[CH:55]=[CH:56][CH:57]=[CH:58][C:53]=4[F:52])[C:63](=[O:65])[CH3:64])[CH2:48][CH2:47]3)[C:40]=2[O:39][CH2:38][CH2:37]1, predict the reactants needed to synthesize it. The reactants are: C1(C(NC(C)C)C(C2C=CC=CC=2F)CCN2CCN(C3C=CC=CC=3OC)CC2)CCCCC1.[O:36]1[C:41]2[CH:42]=[CH:43][CH:44]=[C:45]([N:46]3[CH2:51][CH2:50][NH:49][CH2:48][CH2:47]3)[C:40]=2[O:39][CH2:38][CH2:37]1.[F:52][C:53]1[CH:58]=[CH:57][CH:56]=[CH:55][C:54]=1[CH:59]([C:63](=[O:65])[CH3:64])[CH2:60][CH:61]=O. (6) Given the product [O:21]1[CH2:2][CH:1]1[C:3]1[CH:12]=[CH:11][C:6]2[C:7](=[O:10])[O:8][CH2:9][C:5]=2[CH:4]=1, predict the reactants needed to synthesize it. The reactants are: [CH:1]([C:3]1[CH:12]=[CH:11][C:6]2[C:7](=[O:10])[O:8][CH2:9][C:5]=2[CH:4]=1)=[CH2:2].C1C=C(Cl)C=C(C(OO)=[O:21])C=1. (7) Given the product [CH3:12][O:11][C:4]1[CH:3]=[C:2]([N:13]2[CH2:18][CH2:17][CH:16]([C:19]([OH:21])=[O:20])[CH2:15][CH2:14]2)[CH:7]=[CH:6][C:5]=1[N+:8]([O-:10])=[O:9], predict the reactants needed to synthesize it. The reactants are: F[C:2]1[CH:7]=[CH:6][C:5]([N+:8]([O-:10])=[O:9])=[C:4]([O:11][CH3:12])[CH:3]=1.[NH:13]1[CH2:18][CH2:17][CH:16]([C:19]([OH:21])=[O:20])[CH2:15][CH2:14]1. (8) The reactants are: [CH3:1][O:2][C:3](=[O:15])[CH:4]([O:13][CH3:14])[CH2:5][C:6]1[CH:11]=[CH:10][CH:9]=[C:8]([OH:12])[CH:7]=1.C(OC(=O)[C@@H](OC)CC1C=CC(O[CH2:29][CH2:30][Br:31])=CC=1)C. Given the product [CH3:1][O:2][C:3](=[O:15])[CH:4]([O:13][CH3:14])[CH2:5][C:6]1[CH:11]=[CH:10][CH:9]=[C:8]([O:12][CH2:29][CH2:30][Br:31])[CH:7]=1, predict the reactants needed to synthesize it. (9) Given the product [CH2:1]([O:8][C:9]1[CH:36]=[CH:35][C:12]([CH2:13][N:14]([CH2:27][CH2:28][C:29]2[CH:34]=[CH:33][CH:32]=[CH:31][N:30]=2)[C:15](=[O:26])[CH2:16][CH2:17][CH2:18][CH2:19][C:20]2[CH:25]=[CH:24][CH:23]=[CH:22][CH:21]=2)=[CH:11][C:10]=1[O:37][CH2:38][C:39]([OH:41])=[O:40])[C:2]1[CH:3]=[CH:4][CH:5]=[CH:6][CH:7]=1, predict the reactants needed to synthesize it. The reactants are: [CH2:1]([O:8][C:9]1[CH:36]=[CH:35][C:12]([CH2:13][N:14]([CH2:27][CH2:28][C:29]2[CH:34]=[CH:33][CH:32]=[CH:31][N:30]=2)[C:15](=[O:26])[CH2:16][CH2:17][CH2:18][CH2:19][C:20]2[CH:25]=[CH:24][CH:23]=[CH:22][CH:21]=2)=[CH:11][C:10]=1[O:37][CH2:38][C:39]([O:41]C(C)(C)C)=[O:40])[C:2]1[CH:7]=[CH:6][CH:5]=[CH:4][CH:3]=1.